Dataset: Full USPTO retrosynthesis dataset with 1.9M reactions from patents (1976-2016). Task: Predict the reactants needed to synthesize the given product. (1) Given the product [O:30]1[C:31]2[CH:32]=[CH:33][C:34]([C:4]([C:6]3[C:15](=[O:16])[C:14]4[C:9](=[N:10][C:11]([CH3:18])=[C:12]([CH3:17])[CH:13]=4)[N:8]([CH2:19][C:20]4[CH:25]=[CH:24][CH:23]=[C:22]([CH3:26])[N:21]=4)[CH:7]=3)=[O:5])=[CH:35][C:36]=2[O:37][CH2:28][CH2:29]1, predict the reactants needed to synthesize it. The reactants are: CON(C)[C:4]([C:6]1[C:15](=[O:16])[C:14]2[C:9](=[N:10][C:11]([CH3:18])=[C:12]([CH3:17])[CH:13]=2)[N:8]([CH2:19][C:20]2[CH:25]=[CH:24][CH:23]=[C:22]([CH3:26])[N:21]=2)[CH:7]=1)=[O:5].[CH2:28]1[O:37][C:36]2[C:31](=[CH:32][C-:33]=[CH:34][CH:35]=2)[O:30][CH2:29]1.[Mg+2].[Br-]. (2) Given the product [C:24]([C:26]1[CH:27]=[C:28]([CH:32]=[CH:33][CH:34]=1)[C:29]([NH:1][C:2]1[CH:3]=[C:4]2[C:8](=[CH:9][CH:10]=1)[NH:7][CH:6]=[C:5]2[CH:11]1[CH2:12][CH2:13][NH:14][CH2:15][CH2:16]1)=[O:30])#[N:25], predict the reactants needed to synthesize it. The reactants are: [NH2:1][C:2]1[CH:3]=[C:4]2[C:8](=[CH:9][CH:10]=1)[NH:7][CH:6]=[C:5]2[CH:11]1[CH2:16][CH2:15][N:14](C(OC(C)(C)C)=O)[CH2:13][CH2:12]1.[C:24]([C:26]1[CH:27]=[C:28]([CH:32]=[CH:33][CH:34]=1)[C:29](O)=[O:30])#[N:25].F[B-](F)(F)F.N1(OC(N(C)C)=[N+](C)C)C2C=CC=CC=2N=N1.C(N(C(C)C)C(C)C)C.Cl.